This data is from Reaction yield outcomes from USPTO patents with 853,638 reactions. The task is: Predict the reaction yield, written as a fraction of the theoretical maximum amount of product (1.0 means a 100% yield; for example, 0.34 means a 34% yield). (1) The reactants are [C:1]1(=[CH:7][C:8]#[N:9])[CH2:6][CH2:5][CH2:4][CH2:3][CH2:2]1.[N+:10]([CH3:13])([O-:12])=[O:11].[F-].C([N+](CCCC)(CCCC)CCCC)CCC. The catalyst is O1CCCC1.C(OCC)(=O)C. The product is [N+:10]([CH2:13][C:1]1([CH2:7][C:8]#[N:9])[CH2:6][CH2:5][CH2:4][CH2:3][CH2:2]1)([O-:12])=[O:11]. The yield is 0.710. (2) The reactants are Cl.[CH2:2]([O:4][C:5](=[O:38])[C:6]([N:8]([CH2:16][C:17]1[CH:22]=[CH:21][C:20]([C:23]([NH:25][CH2:26][CH2:27][CH2:28][CH2:29][CH2:30][CH2:31][CH2:32][CH2:33][CH2:34][CH2:35][CH2:36][CH3:37])=[O:24])=[CH:19][CH:18]=1)[CH2:9][CH:10]1[CH2:15][CH2:14][NH:13][CH2:12][CH2:11]1)=[O:7])[CH3:3].COC1C(CCN)=CC(OC)=C([125I])C=1.[CH3:53][O:54][C:55]1[CH:60]=[CH:59][C:58]([S:61](Cl)(=[O:63])=[O:62])=[CH:57][CH:56]=1. The catalyst is CN(C1C=CN=CC=1)C.C1COCC1. The product is [CH2:2]([O:4][C:5](=[O:38])[C:6]([N:8]([CH2:16][C:17]1[CH:18]=[CH:19][C:20]([C:23]([NH:25][CH2:26][CH2:27][CH2:28][CH2:29][CH2:30][CH2:31][CH2:32][CH2:33][CH2:34][CH2:35][CH2:36][CH3:37])=[O:24])=[CH:21][CH:22]=1)[CH2:9][CH:10]1[CH2:11][CH2:12][N:13]([S:61]([C:58]2[CH:57]=[CH:56][C:55]([O:54][CH3:53])=[CH:60][CH:59]=2)(=[O:63])=[O:62])[CH2:14][CH2:15]1)=[O:7])[CH3:3]. The yield is 0.890. (3) The catalyst is CO. The yield is 0.580. The reactants are [F:1][C:2]1[CH:26]=[CH:25][C:5]([CH2:6][N:7]2[C:11]3=[CH:12][N:13]=[C:14]([C:21]([O:23]C)=O)[C:15]([CH2:16][CH2:17][CH2:18][NH:19][OH:20])=[C:10]3[CH:9]=[CH:8]2)=[CH:4][CH:3]=1.O(C)[Li]. The product is [F:1][C:2]1[CH:26]=[CH:25][C:5]([CH2:6][N:7]2[C:11]3=[CH:12][N:13]=[C:14]4[C:15]([CH2:16][CH2:17][CH2:18][N:19]([OH:20])[C:21]4=[O:23])=[C:10]3[CH:9]=[CH:8]2)=[CH:4][CH:3]=1. (4) The catalyst is C1COCC1. The product is [F:25][C:26]([F:28])([F:27])[CH:23]([C:20]1[CH:21]=[CH:22][C:15]2[O:14][CH2:13][CH2:12][C:11]3[S:10][C:9]([C:8]4[N:4]([CH:1]([CH3:3])[CH3:2])[N:5]=[CH:6][N:7]=4)=[N:18][C:17]=3[C:16]=2[CH:19]=1)[OH:24]. The reactants are [CH:1]([N:4]1[C:8]([C:9]2[S:10][C:11]3[CH2:12][CH2:13][O:14][C:15]4[CH:22]=[CH:21][C:20]([CH:23]=[O:24])=[CH:19][C:16]=4[C:17]=3[N:18]=2)=[N:7][CH:6]=[N:5]1)([CH3:3])[CH3:2].[F:25][C:26]([Si](C)(C)C)([F:28])[F:27].CCCC[N+](CCCC)(CCCC)CCCC.[F-]. The yield is 0.0600.